Dataset: Full USPTO retrosynthesis dataset with 1.9M reactions from patents (1976-2016). Task: Predict the reactants needed to synthesize the given product. (1) Given the product [ClH:12].[ClH:12].[C:4]([CH:3]([N:26]1[CH2:27][CH2:28][N:23]([CH2:14][C:15]([C:17]2[CH:22]=[CH:21][CH:20]=[CH:19][CH:18]=2)=[O:16])[CH2:24][CH2:25]1)[CH3:2])(=[O:5])[C:6]1[CH:11]=[CH:10][CH:9]=[CH:8][CH:7]=1, predict the reactants needed to synthesize it. The reactants are: Br[CH2:2][CH2:3][C:4]([C:6]1[CH:11]=[CH:10][CH:9]=[CH:8][CH:7]=1)=[O:5].[ClH:12].Cl.[CH2:14]([N:23]1[CH2:28][CH2:27][NH:26][CH2:25][CH2:24]1)[C:15]([C:17]1[CH:22]=[CH:21][CH:20]=[CH:19][CH:18]=1)=[O:16].C([O-])([O-])=O.[K+].[K+]. (2) Given the product [CH3:1][N:2]([CH3:27])[C:3]([C:5]1[N:10]=[C:9]2[C:11]([CH3:28])=[C:12]([CH3:14])[NH:13][C:8]2=[C:7]([NH:16][CH2:17][C:18]2[C:23]([CH3:24])=[CH:22][CH:21]=[CH:20][C:19]=2[CH2:25][CH3:26])[CH:6]=1)=[O:4].[CH3:27][N:2]([CH3:1])[C:3]([C:5]1[N:10]=[C:9]2[CH:11]=[C:12]([CH3:14])[NH:13][C:8]2=[C:7]([NH:16][CH2:17][C:18]2[C:23]([CH3:24])=[CH:22][CH:21]=[CH:20][C:19]=2[CH2:25][CH3:26])[CH:6]=1)=[O:4], predict the reactants needed to synthesize it. The reactants are: [CH3:1][N:2]([CH3:27])[C:3]([C:5]1[N:10]=[C:9]2[C:11](Br)=[C:12]([CH3:14])[NH:13][C:8]2=[C:7]([NH:16][CH2:17][C:18]2[C:23]([CH3:24])=[CH:22][CH:21]=[CH:20][C:19]=2[CH2:25][CH3:26])[CH:6]=1)=[O:4].[CH3:28]B1OB(C)OB(C)O1.C(=O)([O-])[O-].[Cs+].[Cs+].Cl. (3) Given the product [C:8]([O:13][CH:6]([O:5][C:1]([CH3:4])([CH3:3])[CH3:2])[CH3:7])(=[O:12])[C:9]([CH3:11])=[CH2:10], predict the reactants needed to synthesize it. The reactants are: [C:1]([O:5][CH:6]=[CH2:7])([CH3:4])([CH3:3])[CH3:2].[C:8]([OH:13])(=[O:12])[C:9]([CH3:11])=[CH2:10]. (4) Given the product [CH3:33][NH:34][CH2:12][CH:13]1[CH2:17][C:16]2[CH:18]=[C:19]([C:29]([F:32])([F:31])[F:30])[CH:20]=[C:21]([C:22]3[CH:27]=[CH:26][CH:25]=[C:24]([CH3:28])[CH:23]=3)[C:15]=2[O:14]1, predict the reactants needed to synthesize it. The reactants are: CC1C=CC(S(O[CH2:12][CH:13]2[CH2:17][C:16]3[CH:18]=[C:19]([C:29]([F:32])([F:31])[F:30])[CH:20]=[C:21]([C:22]4[CH:27]=[CH:26][CH:25]=[C:24]([CH3:28])[CH:23]=4)[C:15]=3[O:14]2)(=O)=O)=CC=1.[CH3:33][NH2:34].